From a dataset of Forward reaction prediction with 1.9M reactions from USPTO patents (1976-2016). Predict the product of the given reaction. (1) Given the reactants [CH2:1]([C:3]1[CH:8]=[CH:7][C:6]([CH:9]2[CH2:14][N:13]([C:15]([N:17]3[CH2:22][CH2:21][CH:20]([OH:23])[CH2:19][CH2:18]3)=[O:16])[CH2:12][CH:11]([C:24]([OH:26])=O)[CH2:10]2)=[CH:5][CH:4]=1)[CH3:2].C(N1C=CN=C1)(N1C=CN=C1)=O.O[NH:40][C:41](=[NH:46])[O:42][CH:43]([CH3:45])[CH3:44], predict the reaction product. The product is: [CH2:1]([C:3]1[CH:4]=[CH:5][C:6]([CH:9]2[CH2:10][CH:11]([C:24]3[O:26][N:46]=[C:41]([O:42][CH:43]([CH3:45])[CH3:44])[N:40]=3)[CH2:12][N:13]([C:15]([N:17]3[CH2:18][CH2:19][CH:20]([OH:23])[CH2:21][CH2:22]3)=[O:16])[CH2:14]2)=[CH:7][CH:8]=1)[CH3:2]. (2) The product is: [CH2:25]([O:24][C:22]([C:12]1[CH:11]=[C:10]([S-:9])[N:14]([C:15]2[CH:20]=[CH:19][CH:18]=[CH:17][C:16]=2[F:21])[N:13]=1)=[O:23])[CH3:26].[Na+:35]. Given the reactants C(C(CCCC)COC(=O)CC[S:9][C:10]1[N:14]([C:15]2[CH:20]=[CH:19][CH:18]=[CH:17][C:16]=2[F:21])[N:13]=[C:12]([C:22]([O:24][CH2:25][CH3:26])=[O:23])[CH:11]=1)C.[O-]CC.[Na+:35], predict the reaction product. (3) Given the reactants [CH2:1]([O:8][C:9](=[O:45])[CH2:10][CH:11]([N:34]1[CH:38]=[CH:37][C:36]([C:39]2[CH:44]=[CH:43][CH:42]=[CH:41][CH:40]=2)=[CH:35]1)[C:12]([NH:14][CH:15]1[CH2:31][C:30]2=[CH:32]N(C3[C:29]2=CC=CC=3)CCOC[CH2:18][NH:17][C:16]1=[O:33])=[O:13])[C:2]1[CH:7]=[CH:6][CH:5]=[CH:4][CH:3]=1.C(OC(=O)C[C@@H](N)C(N[C@H](C(=O)N(OC)C)CC(C)C)=O)[C:47]1[CH:52]=CC=[CH:49][CH:48]=1.FC(F)(F)[C:75](O)=[O:76].Cl[CH2:81][CH2:82]Cl, predict the reaction product. The product is: [CH2:1]([O:8][C:9](=[O:45])[CH2:10][C@@H:11]([N:34]1[CH:38]=[CH:37][C:36]([C:39]2[CH:44]=[CH:43][C:42]([C:82]3[CH:81]=[CH:49][CH:48]=[CH:47][CH:52]=3)=[CH:41][CH:40]=2)=[CH:35]1)[C:12]([NH:14][C@H:15]([C:16](=[O:33])[N:17]([O:76][CH3:75])[CH3:18])[CH2:31][CH:30]([CH3:32])[CH3:29])=[O:13])[C:2]1[CH:7]=[CH:6][CH:5]=[CH:4][CH:3]=1. (4) Given the reactants [NH2:1][C:2]1[C:3]([OH:12])=[N:4][C:5]([C:8]([F:11])([F:10])[F:9])=[CH:6][CH:7]=1.C(N(CC)CC)C.CN(C=O)C.Cl.[C:26](Cl)(=[O:33])[C:27]1[CH:32]=[CH:31][N:30]=[CH:29][CH:28]=1, predict the reaction product. The product is: [OH:12][C:3]1[C:2]([NH:1][C:26](=[O:33])[C:27]2[CH:32]=[CH:31][N:30]=[CH:29][CH:28]=2)=[CH:7][CH:6]=[C:5]([C:8]([F:11])([F:9])[F:10])[N:4]=1. (5) The product is: [NH2:19][CH2:18][CH2:17][C:16]1[CH:27]=[CH:28][C:13]([NH:12][C:10](=[O:11])[CH2:9][N:8]([CH2:29][C:30]2[CH:31]=[CH:32][CH:33]=[CH:34][CH:35]=2)[CH2:1][C:2]2[CH:3]=[CH:4][CH:5]=[CH:6][CH:7]=2)=[CH:14][CH:15]=1. Given the reactants [CH2:1]([N:8]([CH2:29][C:30]1[CH:35]=[CH:34][CH:33]=[CH:32][CH:31]=1)[CH2:9][C:10]([NH:12][C:13]1[CH:28]=[CH:27][C:16]([CH2:17][CH2:18][NH:19]C(=O)OC(C)(C)C)=[CH:15][CH:14]=1)=[O:11])[C:2]1[CH:7]=[CH:6][CH:5]=[CH:4][CH:3]=1.FC(F)(F)C(O)=O, predict the reaction product.